Dataset: Forward reaction prediction with 1.9M reactions from USPTO patents (1976-2016). Task: Predict the product of the given reaction. (1) Given the reactants Cl[C:2]1[N:3]=[C:4]([N:12]2[CH2:17][CH2:16][O:15][CH2:14][C@@H:13]2[CH3:18])[C:5]2[CH2:10][N:9]([CH3:11])[CH2:8][C:6]=2[N:7]=1.[CH:19]1([NH:22][C:23]([NH:25][C:26]2[CH:31]=[CH:30][C:29](B3OC(C)(C)C(C)(C)O3)=[C:28]([F:41])[CH:27]=2)=[O:24])[CH2:21][CH2:20]1.ClCCl.C([O-])([O-])=O.[Cs+].[Cs+], predict the reaction product. The product is: [CH:19]1([NH:22][C:23]([NH:25][C:26]2[CH:31]=[CH:30][C:29]([C:2]3[N:3]=[C:4]([N:12]4[CH2:17][CH2:16][O:15][CH2:14][C@@H:13]4[CH3:18])[C:5]4[CH2:10][N:9]([CH3:11])[CH2:8][C:6]=4[N:7]=3)=[C:28]([F:41])[CH:27]=2)=[O:24])[CH2:21][CH2:20]1. (2) The product is: [CH:9]1([N:8]([CH2:7][CH2:6][C:5]2[CH:14]=[CH:15][CH:16]=[C:3]([O:2][CH3:1])[CH:4]=2)[C:25](=[O:26])[O:27][CH3:28])[CH2:13][CH2:12][CH2:11][CH2:10]1. Given the reactants [CH3:1][O:2][C:3]1[CH:4]=[C:5]([CH:14]=[CH:15][CH:16]=1)[CH2:6][CH2:7][NH:8][CH:9]1[CH2:13][CH2:12][CH2:11][CH2:10]1.C(N(CC)CC)C.Cl[C:25]([O:27][CH3:28])=[O:26], predict the reaction product.